Dataset: Forward reaction prediction with 1.9M reactions from USPTO patents (1976-2016). Task: Predict the product of the given reaction. (1) Given the reactants [C:1]([C:3]1[C:4]([N:17]2[CH2:20][CH:19]([C:21](O)=[O:22])[CH2:18]2)=[N:5][C:6]([O:14][CH2:15][CH3:16])=[C:7]([C:9]([O:11][CH2:12][CH3:13])=[O:10])[CH:8]=1)#[N:2].[F:24][C:25]1[CH:30]=[C:29]([F:31])[CH:28]=[CH:27][C:26]=1[CH2:32][S:33]([NH2:36])(=[O:35])=[O:34], predict the reaction product. The product is: [CH2:12]([O:11][C:9](=[O:10])[C:7]1[CH:8]=[C:3]([C:1]#[N:2])[C:4]([N:17]2[CH2:20][CH:19]([C:21](=[O:22])[NH:36][S:33]([CH2:32][C:26]3[CH:27]=[CH:28][C:29]([F:31])=[CH:30][C:25]=3[F:24])(=[O:34])=[O:35])[CH2:18]2)=[N:5][C:6]=1[O:14][CH2:15][CH3:16])[CH3:13]. (2) Given the reactants [C:1]([N:9]1[CH2:22][CH2:21][C:20]2[C:19]3[C:18]([C:23]4[CH:28]=[CH:27][CH:26]=[CH:25][C:24]=4[OH:29])=[CH:17][CH:16]=[CH:15][C:14]=3[NH:13][C:12]=2[CH2:11][CH2:10]1)(=[O:8])[C:2]1[CH:7]=[CH:6][CH:5]=[CH:4][CH:3]=1.I[CH2:31][CH2:32][CH3:33].C(OCC)(=O)C.CCCCCC, predict the reaction product. The product is: [C:1]([N:9]1[CH2:22][CH2:21][C:20]2[C:19]3[C:18]([C:23]4[CH:28]=[CH:27][CH:26]=[CH:25][C:24]=4[O:29][CH2:31][CH2:32][CH3:33])=[CH:17][CH:16]=[CH:15][C:14]=3[NH:13][C:12]=2[CH2:11][CH2:10]1)(=[O:8])[C:2]1[CH:3]=[CH:4][CH:5]=[CH:6][CH:7]=1. (3) Given the reactants CC[O-].[Na+].CCO.[F:8][C:9]([F:18])([F:17])[C:10]1[CH:15]=[CH:14][CH:13]=[CH:12][C:11]=1[SH:16].CC1C=CC(S(O[CH2:30][C:31]([CH3:34])([CH3:33])[CH3:32])(=O)=O)=CC=1, predict the reaction product. The product is: [CH2:30]([S:16][C:11]1[CH:12]=[CH:13][CH:14]=[CH:15][C:10]=1[C:9]([F:8])([F:17])[F:18])[C:31]([CH3:34])([CH3:33])[CH3:32]. (4) Given the reactants Cl.[CH3:2][O:3][C:4](=[O:7])[CH2:5][NH2:6].C(=O)([O-])[O-].[Na+].[Na+].Br[CH2:15][C:16]([C:18]1[CH:23]=[CH:22][C:21]([Cl:24])=[CH:20][CH:19]=1)=[O:17], predict the reaction product. The product is: [Cl:24][C:21]1[CH:22]=[CH:23][C:18]([C:16](=[O:17])[CH2:15][NH:6][CH2:5][C:4]([O:3][CH3:2])=[O:7])=[CH:19][CH:20]=1. (5) Given the reactants [CH:1]1([C:4]2[CH:5]=[C:6]([CH:28]=[C:29]([O:32][CH2:33][CH3:34])[C:30]=2I)[CH2:7][N:8]2[CH2:11][C:10]3([CH2:15][C:14]([N:16]4[CH2:21][CH2:20][C:19]([CH3:27])([C:22]([O:24]CC)=[O:23])[CH2:18][CH2:17]4)=[N:13][O:12]3)[CH2:9]2)[CH2:3][CH2:2]1.[C:35]([C:37]1[CH:42]=[CH:41][C:40](B(O)O)=[CH:39][CH:38]=1)#[N:36], predict the reaction product. The product is: [C:35]([C:37]1[CH:42]=[CH:41][C:40]([C:30]2[C:29]([O:32][CH2:33][CH3:34])=[CH:28][C:6]([CH2:7][N:8]3[CH2:11][C:10]4([CH2:15][C:14]([N:16]5[CH2:17][CH2:18][C:19]([CH3:27])([C:22]([OH:24])=[O:23])[CH2:20][CH2:21]5)=[N:13][O:12]4)[CH2:9]3)=[CH:5][C:4]=2[CH:1]2[CH2:2][CH2:3]2)=[CH:39][CH:38]=1)#[N:36].